From a dataset of Reaction yield outcomes from USPTO patents with 853,638 reactions. Predict the reaction yield, written as a fraction of the theoretical maximum amount of product (1.0 means a 100% yield; for example, 0.34 means a 34% yield). (1) The catalyst is O1CCCC1. The yield is 0.640. The reactants are [C:1](C1NC=CN=1)(C1NC=CN=1)=[O:2].[NH2:13][C:14]1[CH:23]=[CH:22][C:17]([C:18]([O:20][CH3:21])=[O:19])=[CH:16][C:15]=1[NH:24][CH3:25].C(OCC)(=O)C. The product is [CH3:25][N:24]1[C:15]2[CH:16]=[C:17]([C:18]([O:20][CH3:21])=[O:19])[CH:22]=[CH:23][C:14]=2[NH:13][C:1]1=[O:2]. (2) The reactants are [NH2:1][CH2:2][CH2:3][C:4]([OH:6])=[O:5].[OH-].[Na+].Cl.[C:10](Cl)(=[O:17])[C:11]1[CH:16]=[CH:15][CH:14]=[N:13][CH:12]=1. The catalyst is O. The product is [C:10]([NH:1][CH2:2][CH2:3][C:4]([OH:6])=[O:5])(=[O:17])[C:11]1[CH:16]=[CH:15][CH:14]=[N:13][CH:12]=1. The yield is 0.840. (3) The reactants are [OH:1][CH2:2][CH2:3][CH2:4][N:5]1[C:9]2[CH:10]=[CH:11][C:12]([C:14]#N)=[CH:13][C:8]=2[N:7]=[N:6]1.CO.C(=O)([O-])[O-:19].[K+].[K+].Cl. The catalyst is C(O)=O.O.[Ni].[Al]. The product is [OH:1][CH2:2][CH2:3][CH2:4][N:5]1[C:9]2[CH:10]=[CH:11][C:12]([CH:14]=[O:19])=[CH:13][C:8]=2[N:7]=[N:6]1. The yield is 0.600. (4) The reactants are C([NH:8][CH:9]1[CH2:14][CH2:13][C:12]([CH3:16])([OH:15])[CH2:11][CH2:10]1)C1C=CC=CC=1. The catalyst is CCO.[Pd]. The product is [NH2:8][CH:9]1[CH2:14][CH2:13][C:12]([CH3:16])([OH:15])[CH2:11][CH2:10]1. The yield is 0.830. (5) The reactants are [S:1](=[O:5])(=[O:4])([OH:3])[OH:2].[OH:6][CH2:7][CH2:8][O:9][NH:10][C:11]([C:13]1[C:22]([NH:23][C:24]2[CH:29]=[CH:28][C:27]([Br:30])=[CH:26][C:25]=2[Cl:31])=[C:21]([F:32])[C:16]2[N:17]=[CH:18][N:19]([CH3:20])[C:15]=2[CH:14]=1)=[O:12].O. The catalyst is O1CCCC1. The product is [S:1]([OH:5])([OH:4])(=[O:3])=[O:2].[OH:6][CH2:7][CH2:8][O:9][NH:10][C:11]([C:13]1[C:22]([NH:23][C:24]2[CH:29]=[CH:28][C:27]([Br:30])=[CH:26][C:25]=2[Cl:31])=[C:21]([F:32])[C:16]2[N:17]=[CH:18][N:19]([CH3:20])[C:15]=2[CH:14]=1)=[O:12]. The yield is 0.820. (6) The reactants are Br.[NH2:2][C:3]1[C:8]([CH2:9]Br)=[CH:7][C:6]([Br:11])=[CH:5][N:4]=1.[CH3:12][NH2:13]. The catalyst is C1COCC1. The product is [NH2:2][C:3]1[C:8]([CH2:9][NH:13][CH3:12])=[CH:7][C:6]([Br:11])=[CH:5][N:4]=1. The yield is 0.800.